Dataset: Aqueous solubility values for 9,982 compounds from the AqSolDB database. Task: Regression/Classification. Given a drug SMILES string, predict its absorption, distribution, metabolism, or excretion properties. Task type varies by dataset: regression for continuous measurements (e.g., permeability, clearance, half-life) or binary classification for categorical outcomes (e.g., BBB penetration, CYP inhibition). For this dataset (solubility_aqsoldb), we predict Y. (1) The compound is C=C(C)c1ccc(C(=O)C(C)(C)O)cc1.CC(C)(O)C(=O)c1ccc(C2(C)CC(C)(C)c3cc(C(=O)C(C)(C)O)ccc32)cc1.CC(C)(O)C(=O)c1ccc(C2(C)CC(C)(C)c3ccc(C(=O)C(C)(C)O)cc32)cc1. The Y is -5.83 log mol/L. (2) The compound is CCSCC. The Y is -1.47 log mol/L. (3) The drug is C=C(Cl)CCl. The Y is -1.71 log mol/L. (4) The molecule is COC1=Cc2ccccc2Nc2ccccc21. The Y is -4.51 log mol/L. (5) The molecule is Nc1cccc(S(=O)(=O)CCOS(=O)(=O)O)c1. The Y is -1.42 log mol/L. (6) The compound is CCCCCCCCOC(=O)CCCCC(=O)OCCCCCCCC. The Y is -5.68 log mol/L. (7) The drug is COCCOC(=O)c1ccccc1C(=O)OCCOC. The Y is -1.52 log mol/L.